From a dataset of Forward reaction prediction with 1.9M reactions from USPTO patents (1976-2016). Predict the product of the given reaction. (1) Given the reactants [NH2:1][C:2]1[CH:6]=[C:5]([C:7]2[CH:12]=[CH:11][N:10]=[CH:9][CH:8]=2)[S:4][C:3]=1[C:13]([NH2:15])=[O:14].O.[C:17]1([CH3:27])[CH:22]=[CH:21][C:20](S(O)(=O)=O)=[CH:19][CH:18]=1.C(=O)C1C=CC=CC=1.C1(C)C=CC=CC=1, predict the reaction product. The product is: [C:17]1([CH:27]2[NH:1][C:2]3[CH:6]=[C:5]([C:7]4[CH:8]=[CH:9][N:10]=[CH:11][CH:12]=4)[S:4][C:3]=3[C:13](=[O:14])[NH:15]2)[CH:22]=[CH:21][CH:20]=[CH:19][CH:18]=1. (2) Given the reactants Cl.[NH2:2][C@H:3]1[CH2:6][C@H:5]([C:7]([OH:9])=[O:8])[CH2:4]1.O=S(Cl)[Cl:12].[CH3:14][CH2:15]O, predict the reaction product. The product is: [ClH:12].[NH2:2][C@H:3]1[CH2:6][C@H:5]([C:7]([O:9][CH2:14][CH3:15])=[O:8])[CH2:4]1. (3) Given the reactants CCN=C=[N:5][CH2:6][CH2:7][CH2:8][N:9](C)C.Cl.C1C=CC2N([OH:22])N=NC=2C=1.CN1[CH2:29][CH2:28][O:27][CH2:26]C1.N.C1[CH2:35][O:34][CH2:33][CH2:32]1, predict the reaction product. The product is: [NH2:9][C:8]1[CH:29]=[C:28]([O:27][CH3:26])[CH:32]=[C:33]([O:34][CH3:35])[C:7]=1[C:6]([NH2:5])=[O:22]. (4) Given the reactants [OH:1][N:2]=[C:3]([C:12]1[CH:17]=[CH:16][N:15]=[CH:14][CH:13]=1)[C:4]([C:6]1[CH:11]=[CH:10][CH:9]=[CH:8][CH:7]=1)=[O:5].[F:18]C1(CC(C2C=CC=CC=2)=O)C=CN=CC1, predict the reaction product. The product is: [F:18][C:12]1([C:3](=[N:2][OH:1])[C:4]([C:6]2[CH:11]=[CH:10][CH:9]=[CH:8][CH:7]=2)=[O:5])[CH:13]=[CH:14][N:15]=[CH:16][CH2:17]1. (5) The product is: [CH2:11]([O:18][C:19]1[CH:20]=[C:21]([CH:27]([C:29]2[C:34]([Cl:35])=[N:33][CH:32]=[CH:31][N:30]=2)[OH:28])[CH:22]=[CH:23][C:24]=1[O:25][CH3:26])[C:12]1[CH:17]=[CH:16][CH:15]=[CH:14][CH:13]=1. Given the reactants CC1(C)CCCC(C)(C)N1.[CH2:11]([O:18][C:19]1[CH:20]=[C:21]([CH:27]([C:29]2[C:34]([Cl:35])=[N:33][CH:32]=[CH:31][N:30]=2)[OH:28])[CH:22]=[CH:23][C:24]=1[O:25][CH3:26])[C:12]1[CH:17]=[CH:16][CH:15]=[CH:14][CH:13]=1.[Li]CCCC.ClC1C=NC=CN=1.C(OC1C=C(C=CC=1OC)C=O)C1C=CC=CC=1.Cl, predict the reaction product.